From a dataset of Forward reaction prediction with 1.9M reactions from USPTO patents (1976-2016). Predict the product of the given reaction. (1) Given the reactants Cl[C:2]1[C:11]2[C:6](=[CH:7][C:8]([O:14][CH3:15])=[C:9]([O:12][CH3:13])[CH:10]=2)[N:5]=[CH:4][CH:3]=1.[NH2:16][C:17]1[CH:22]=[CH:21][C:20]([OH:23])=[CH:19][CH:18]=1.C(=O)([O-])[O-].[Cs+].[Cs+].O, predict the reaction product. The product is: [CH3:13][O:12][C:9]1[CH:10]=[C:11]2[C:6](=[CH:7][C:8]=1[O:14][CH3:15])[N:5]=[CH:4][CH:3]=[C:2]2[O:23][C:20]1[CH:21]=[CH:22][C:17]([NH2:16])=[CH:18][CH:19]=1. (2) Given the reactants [CH3:1][N:2]1[C:6]([CH2:7][N:8]([CH3:13])[CH:9]2[CH2:12][O:11][CH2:10]2)=[CH:5][C:4]([NH2:14])=[N:3]1.Br[C:16]1[C:17](=[O:24])[N:18]([CH3:23])[CH:19]=[C:20]([Br:22])[CH:21]=1, predict the reaction product. The product is: [Br:22][C:20]1[CH:21]=[C:16]([NH:14][C:4]2[CH:5]=[C:6]([CH2:7][N:8]([CH3:13])[CH:9]3[CH2:10][O:11][CH2:12]3)[N:2]([CH3:1])[N:3]=2)[C:17](=[O:24])[N:18]([CH3:23])[CH:19]=1. (3) Given the reactants [OH:1][C:2]1[CH:6]=[C:5]([C:7]([O:9][CH3:10])=[O:8])[O:4][N:3]=1.[H-].[Na+].Cl[CH2:14][C:15]1[N:16]=[C:17]([C:21]2[CH:26]=[CH:25][CH:24]=[CH:23][CH:22]=2)[O:18][C:19]=1[CH3:20].O, predict the reaction product. The product is: [CH3:20][C:19]1[O:18][C:17]([C:21]2[CH:22]=[CH:23][CH:24]=[CH:25][CH:26]=2)=[N:16][C:15]=1[CH2:14][O:1][C:2]1[CH:6]=[C:5]([C:7]([O:9][CH3:10])=[O:8])[O:4][N:3]=1.